This data is from Peptide-MHC class I binding affinity with 185,985 pairs from IEDB/IMGT. The task is: Regression. Given a peptide amino acid sequence and an MHC pseudo amino acid sequence, predict their binding affinity value. This is MHC class I binding data. (1) The MHC is HLA-B44:03 with pseudo-sequence HLA-B44:03. The binding affinity (normalized) is 0.309. The peptide sequence is KEAKMLLDNI. (2) The peptide sequence is MSDWGHITV. The MHC is HLA-A02:50 with pseudo-sequence HLA-A02:50. The binding affinity (normalized) is 0.787. (3) The binding affinity (normalized) is 0.0847. The MHC is HLA-A02:19 with pseudo-sequence HLA-A02:19. The peptide sequence is ILNRKAIDF. (4) The binding affinity (normalized) is 0.0847. The MHC is HLA-B18:01 with pseudo-sequence HLA-B18:01. The peptide sequence is LHDAIMVEL.